This data is from Reaction yield outcomes from USPTO patents with 853,638 reactions. The task is: Predict the reaction yield, written as a fraction of the theoretical maximum amount of product (1.0 means a 100% yield; for example, 0.34 means a 34% yield). The reactants are [Br:1][C:2]1[S:6][C:5]([C:7](OC)([O:9]C)[CH3:8])=[N:4][CH:3]=1.Cl. The catalyst is CC(C)=O.O. The product is [Br:1][C:2]1[S:6][C:5]([C:7](=[O:9])[CH3:8])=[N:4][CH:3]=1. The yield is 0.874.